This data is from Full USPTO retrosynthesis dataset with 1.9M reactions from patents (1976-2016). The task is: Predict the reactants needed to synthesize the given product. (1) The reactants are: Cl[CH2:2][CH2:3][CH2:4][CH2:5][CH2:6][CH2:7][O:8][C:9]1[C:10]([O:29][CH3:30])=[CH:11][CH:12]=[C:13]2[C:18]=1[NH:17][C:16](=[O:19])[CH:15]=[C:14]2[NH:20][C:21]1[C:26]([Cl:27])=[CH:25][N:24]=[CH:23][C:22]=1[Cl:28].[CH3:31][N:32]([CH3:38])[CH2:33][CH2:34][CH2:35][NH:36][CH3:37]. Given the product [Cl:28][C:22]1[CH:23]=[N:24][CH:25]=[C:26]([Cl:27])[C:21]=1[NH:20][C:14]1[C:13]2[C:18](=[C:9]([O:8][CH2:7][CH2:6][CH2:5][CH2:4][CH2:3][CH2:2][N:36]([CH2:35][CH2:34][CH2:33][N:32]([CH3:38])[CH3:31])[CH3:37])[C:10]([O:29][CH3:30])=[CH:11][CH:12]=2)[NH:17][C:16](=[O:19])[CH:15]=1, predict the reactants needed to synthesize it. (2) Given the product [CH3:47][C:48]1[CH:49]=[CH:50][C:51]([N:54]2[CH2:59][CH2:58][N:57]([C:1]([O:2][CH2:3][CH:4]3[CH2:5][CH2:6][N:7]([CH2:10][CH2:11][O:12][CH3:13])[CH2:8][CH2:9]3)=[O:24])[CH2:56][CH2:55]2)=[CH:52][CH:53]=1, predict the reactants needed to synthesize it. The reactants are: [C:1](=[O:24])(OC1C=CC([N+]([O-])=O)=CC=1)[O:2][CH2:3][CH:4]1[CH2:9][CH2:8][N:7]([CH2:10][CH2:11][O:12][CH3:13])[CH2:6][CH2:5]1.CN1CCOCC1.ClC(OC1C=CC([N+]([O-])=O)=CC=1)=O.Cl.Cl.[CH3:47][C:48]1[CH:53]=[CH:52][C:51]([N:54]2[CH2:59][CH2:58][NH:57][CH2:56][CH2:55]2)=[CH:50][CH:49]=1.CCN(C(C)C)C(C)C. (3) Given the product [OH:2][C:3]1[CH:4]=[C:5]([CH:16]=[CH:17][CH:18]=1)[CH2:6][C:7]1([C:12]([OH:14])=[O:13])[CH2:11][CH2:10][CH2:9][O:8]1, predict the reactants needed to synthesize it. The reactants are: C[O:2][C:3]1[CH:4]=[C:5]([CH:16]=[CH:17][CH:18]=1)[CH2:6][C:7]1([C:12]([O:14]C)=[O:13])[CH2:11][CH2:10][CH2:9][O:8]1.B(Br)(Br)Br.CO.O.